From a dataset of Full USPTO retrosynthesis dataset with 1.9M reactions from patents (1976-2016). Predict the reactants needed to synthesize the given product. (1) Given the product [CH3:12][O:13][C:14]1[CH:15]=[C:16]2[C:21](=[CH:22][C:23]=1[O:24][CH3:25])[CH2:20][N:19]([CH2:26][CH2:27][CH2:28][CH2:29][NH:30][C:4](=[O:6])[C:3]1[CH:7]=[C:8]([I:11])[CH:9]=[CH:10][C:2]=1[OH:1])[CH2:18][CH2:17]2, predict the reactants needed to synthesize it. The reactants are: [OH:1][C:2]1[CH:10]=[CH:9][C:8]([I:11])=[CH:7][C:3]=1[C:4]([OH:6])=O.[CH3:12][O:13][C:14]1[CH:15]=[C:16]2[C:21](=[CH:22][C:23]=1[O:24][CH3:25])[CH2:20][N:19]([CH2:26][CH2:27][CH2:28][CH2:29][NH:30]C(=O)C1C=C(C)C=CC=1O)[CH2:18][CH2:17]2. (2) The reactants are: [CH3:1][O:2][C:3](=[O:30])[C:4]1[CH:9]=[CH:8][C:7]([CH3:10])=[C:6]([N:11]2[C:16](=[O:17])[C:15]([Cl:18])=[C:14]([O:19]CC3C=CC(OC)=CC=3)[N:13]=[C:12]2[CH3:29])[CH:5]=1.Cl[CH2:32][C:33]1[CH:38]=[CH:37][CH:36]=[C:35]([C:39]([F:42])([F:41])[F:40])[N:34]=1.C(=O)([O-])[O-].[K+].[K+].C1OCCOCCOCCOCCOCCOC1. Given the product [CH3:1][O:2][C:3](=[O:30])[C:4]1[CH:9]=[CH:8][C:7]([CH3:10])=[C:6]([N:11]2[C:16](=[O:17])[C:15]([Cl:18])=[C:14]([O:19][CH2:32][C:33]3[CH:38]=[CH:37][CH:36]=[C:35]([C:39]([F:42])([F:41])[F:40])[N:34]=3)[N:13]=[C:12]2[CH3:29])[CH:5]=1, predict the reactants needed to synthesize it. (3) Given the product [Cl:1][C:2]1[CH:11]=[CH:10][CH:9]=[C:8]2[C:3]=1[CH:4]=[CH:5][C:6]([S:12]([NH2:16])(=[O:14])=[O:13])=[CH:7]2, predict the reactants needed to synthesize it. The reactants are: [Cl:1][C:2]1[CH:11]=[CH:10][CH:9]=[C:8]2[C:3]=1[CH:4]=[CH:5][C:6]([S:12](Cl)(=[O:14])=[O:13])=[CH:7]2.[NH3:16].